Dataset: Peptide-MHC class I binding affinity with 185,985 pairs from IEDB/IMGT. Task: Regression. Given a peptide amino acid sequence and an MHC pseudo amino acid sequence, predict their binding affinity value. This is MHC class I binding data. (1) The peptide sequence is ILSPLSQPR. The MHC is HLA-A03:01 with pseudo-sequence HLA-A03:01. The binding affinity (normalized) is 0.336. (2) The peptide sequence is KIWEELSVL. The MHC is HLA-A02:02 with pseudo-sequence HLA-A02:02. The binding affinity (normalized) is 0.448. (3) The peptide sequence is YLIPSVTSL. The binding affinity (normalized) is 0.0847. The MHC is HLA-B27:03 with pseudo-sequence HLA-B27:03. (4) The peptide sequence is WTFTPTTPL. The MHC is HLA-C12:03 with pseudo-sequence HLA-C12:03. The binding affinity (normalized) is 0.505. (5) The peptide sequence is TQIGCTLNF. The MHC is HLA-B54:01 with pseudo-sequence HLA-B54:01. The binding affinity (normalized) is 0.